From a dataset of Peptide-MHC class II binding affinity with 134,281 pairs from IEDB. Regression. Given a peptide amino acid sequence and an MHC pseudo amino acid sequence, predict their binding affinity value. This is MHC class II binding data. The peptide sequence is EGGNIYTKKEAFNVE. The MHC is HLA-DQA10401-DQB10402 with pseudo-sequence HLA-DQA10401-DQB10402. The binding affinity (normalized) is 0.143.